This data is from Full USPTO retrosynthesis dataset with 1.9M reactions from patents (1976-2016). The task is: Predict the reactants needed to synthesize the given product. (1) The reactants are: [CH3:1][CH:2]([CH3:20])[CH2:3][CH:4]([S:8][C:9]1[NH:13][C:12]([C:14]2[CH:19]=[CH:18][CH:17]=[CH:16][CH:15]=2)=[N:11][N:10]=1)[C:5]([OH:7])=O.Cl.[NH2:22][CH2:23][C:24]#[N:25].CN(C(ON1N=NC2C=CC=NC1=2)=[N+](C)C)C.F[P-](F)(F)(F)(F)F.C(N(CC)CC)C. Given the product [C:23]([CH2:24][NH:25][C:5](=[O:7])[CH:4]([S:8][C:9]1[NH:13][C:12]([C:14]2[CH:19]=[CH:18][CH:17]=[CH:16][CH:15]=2)=[N:11][N:10]=1)[CH2:3][CH:2]([CH3:1])[CH3:20])#[N:22], predict the reactants needed to synthesize it. (2) The reactants are: Cl.[C:2]([O:6][C:7](=[O:10])[CH2:8][NH2:9])([CH3:5])([CH3:4])[CH3:3].[NH:11](C(OCC1C2C(=CC=CC=2)C2C1=CC=CC=2)=O)[CH2:12][C:13](O)=[O:14].CCN(C(C)C)C(C)C.CN(C(ON1N=NC2C=CC=NC1=2)=[N+](C)C)C.F[P-](F)(F)(F)(F)F. Given the product [NH2:11][CH2:12][C:13]([NH:9][CH2:8][C:7]([O:6][C:2]([CH3:5])([CH3:4])[CH3:3])=[O:10])=[O:14], predict the reactants needed to synthesize it. (3) Given the product [ClH:31].[NH2:8][CH2:9][C:10]([NH:12][C@@:13]1([C:28]([OH:30])=[O:29])[CH2:18][C@H:17]([S:19][C:20]2[NH:24][CH:23]=[N:22][N:21]=2)[C@@H:16]2[C@H:14]1[C@H:15]2[C:25]([OH:27])=[O:26])=[O:11], predict the reactants needed to synthesize it. The reactants are: C(OC([NH:8][CH2:9][C:10]([NH:12][C@@:13]1([C:28]([OH:30])=[O:29])[CH2:18][C@H:17]([S:19][C:20]2[NH:24][CH:23]=[N:22][N:21]=2)[C@@H:16]2[C@H:14]1[C@H:15]2[C:25]([OH:27])=[O:26])=[O:11])=O)(C)(C)C.[ClH:31]. (4) Given the product [ClH:23].[ClH:23].[CH3:1][N:2]1[CH:10]=[C:9]2[C:4]([CH:5]=[CH:6][CH:7]=[C:8]2[C@@H:11]2[CH2:13][C@H:12]2[CH2:14][NH2:15])=[N:3]1, predict the reactants needed to synthesize it. The reactants are: [CH3:1][N:2]1[CH:10]=[C:9]2[C:4]([CH:5]=[CH:6][CH:7]=[C:8]2[C@@H:11]2[CH2:13][C@H:12]2[CH2:14][NH:15]C(=O)OC(C)(C)C)=[N:3]1.[ClH:23].C(OCC)(=O)C. (5) Given the product [N:20]1([CH2:25][C:26]2[CH:31]=[CH:30][C:29]([CH2:32][CH2:33][NH:34][C:14]([C:11]3[CH:12]=[CH:13][C:8]([C:5]4[CH:4]=[CH:3][C:2]([F:1])=[CH:7][CH:6]=4)=[CH:9][C:10]=3[N+:17]([O-:19])=[O:18])=[O:16])=[CH:28][CH:27]=2)[CH2:24][CH2:23][CH2:22][CH2:21]1, predict the reactants needed to synthesize it. The reactants are: [F:1][C:2]1[CH:7]=[CH:6][C:5]([C:8]2[CH:13]=[CH:12][C:11]([C:14]([OH:16])=O)=[C:10]([N+:17]([O-:19])=[O:18])[CH:9]=2)=[CH:4][CH:3]=1.[N:20]1([CH2:25][C:26]2[CH:31]=[CH:30][C:29]([CH2:32][CH2:33][NH2:34])=[CH:28][CH:27]=2)[CH2:24][CH2:23][CH2:22][CH2:21]1. (6) Given the product [O:51]=[S:2]1(=[O:1])[CH2:3][CH2:4][N:5]([CH2:8][CH2:9][NH:10][C@:11]23[CH2:46][CH2:45][C@@H:44]([CH:47]([CH3:50])[CH2:48][F:49])[C@@H:12]2[C@@H:13]2[C@@:26]([CH3:29])([CH2:27][CH2:28]3)[C@@:25]3([CH3:30])[C@@H:16]([C@:17]4([CH3:43])[C@@H:22]([CH2:23][CH2:24]3)[C:21]([CH3:31])([CH3:32])[C:20]([C:33]3[CH:34]=[CH:35][C:36]([C:37]([OH:39])=[O:38])=[CH:41][CH:42]=3)=[CH:19][CH2:18]4)[CH2:15][CH2:14]2)[CH2:6][CH2:7]1, predict the reactants needed to synthesize it. The reactants are: [O:1]=[S:2]1(=[O:51])[CH2:7][CH2:6][N:5]([CH2:8][CH2:9][NH:10][C@:11]23[CH2:46][CH2:45][C@@H:44]([CH:47]([CH3:50])[CH2:48][F:49])[C@@H:12]2[C@@H:13]2[C@@:26]([CH3:29])([CH2:27][CH2:28]3)[C@@:25]3([CH3:30])[C@@H:16]([C@:17]4([CH3:43])[C@@H:22]([CH2:23][CH2:24]3)[C:21]([CH3:32])([CH3:31])[C:20]([C:33]3[CH:42]=[CH:41][C:36]([C:37]([O:39]C)=[O:38])=[CH:35][CH:34]=3)=[CH:19][CH2:18]4)[CH2:15][CH2:14]2)[CH2:4][CH2:3]1.O.[OH-].[Li+].CO.C(O)(C(F)(F)F)=O. (7) Given the product [N:1]1[C:10]([CH2:11][C:12]([O:14][CH2:15][CH3:16])=[O:13])=[CH:9][N:3]2[CH:4]=[CH:5][CH:6]=[CH:7][C:2]=12, predict the reactants needed to synthesize it. The reactants are: [NH2:1][C:2]1[CH:7]=[CH:6][CH:5]=[CH:4][N:3]=1.Cl[CH2:9][C:10](=O)[CH2:11][C:12]([O:14][CH2:15][CH3:16])=[O:13].O. (8) The reactants are: [CH2:1]([O:8][C:9](=[O:15])[C@H:10]([CH:12]([CH3:14])[CH3:13])[NH2:11])[C:2]1[CH:7]=[CH:6][CH:5]=[CH:4][CH:3]=1.[C:16](Cl)(=[O:21])[CH2:17][CH2:18][CH2:19][CH3:20]. Given the product [CH2:1]([O:8][C:9](=[O:15])[C@H:10]([CH:12]([CH3:13])[CH3:14])[NH:11][C:16](=[O:21])[CH2:17][CH2:18][CH2:19][CH3:20])[C:2]1[CH:7]=[CH:6][CH:5]=[CH:4][CH:3]=1, predict the reactants needed to synthesize it.